From a dataset of Reaction yield outcomes from USPTO patents with 853,638 reactions. Predict the reaction yield, written as a fraction of the theoretical maximum amount of product (1.0 means a 100% yield; for example, 0.34 means a 34% yield). (1) The reactants are O.[NH2:2][NH2:3].C[O:5][C:6]([C:8]1[N:13]=[C:12]([N:14]2[CH2:18][CH2:17][CH2:16][CH:15]2[C:19]2[O:23][N:22]=[C:21]([C:24]3[CH:29]=[CH:28][CH:27]=[CH:26][N:25]=3)[CH:20]=2)[N:11]=[C:10]([NH:30][C:31]2[CH:35]=[C:34]([CH3:36])[NH:33][N:32]=2)[CH:9]=1)=O. The catalyst is CO. The product is [NH2:2][NH:3][C:6]([C:8]1[N:13]=[C:12]([N:14]2[CH2:18][CH2:17][CH2:16][CH:15]2[C:19]2[O:23][N:22]=[C:21]([C:24]3[CH:29]=[CH:28][CH:27]=[CH:26][N:25]=3)[CH:20]=2)[N:11]=[C:10]([NH:30][C:31]2[CH:35]=[C:34]([CH3:36])[NH:33][N:32]=2)[CH:9]=1)=[O:5]. The yield is 0.683. (2) The reactants are Cl[C:2]1[N:3]=[C:4]([N:14]2[CH2:19][CH2:18][O:17][CH2:16][CH2:15]2)[C:5]2[S:10][C:9]([CH2:11][NH:12][CH3:13])=[CH:8][C:6]=2[N:7]=1.[C:20](Cl)(=[O:22])[CH3:21].[NH:24]1[C:32]2[C:27](=[CH:28][C:29](B(O)O)=[CH:30][CH:31]=2)[CH:26]=[CH:25]1. No catalyst specified. The product is [NH:24]1[C:32]2[C:27](=[CH:28][C:29]([C:2]3[N:3]=[C:4]([N:14]4[CH2:19][CH2:18][O:17][CH2:16][CH2:15]4)[C:5]4[S:10][C:9]([CH2:11][N:12]([CH3:13])[C:20](=[O:22])[CH3:21])=[CH:8][C:6]=4[N:7]=3)=[CH:30][CH:31]=2)[CH:26]=[CH:25]1. The yield is 0.440. (3) The reactants are C[O:2][C:3](=[O:35])[C:4]1[CH:9]=[CH:8][C:7]([CH2:10][C:11]2[O:12][C:13]([C:16]3[CH:21]=[CH:20][CH:19]=[C:18]([C:22]4[O:23][C:24]([C:27]5[CH:32]=[CH:31][C:30]([O:33][CH3:34])=[CH:29][CH:28]=5)=[CH:25][N:26]=4)[CH:17]=3)=[N:14][N:15]=2)=[CH:6][CH:5]=1.[OH-].[Na+]. The catalyst is C1COCC1.CO.O. The product is [CH3:34][O:33][C:30]1[CH:29]=[CH:28][C:27]([C:24]2[O:23][C:22]([C:18]3[CH:17]=[C:16]([C:13]4[O:12][C:11]([CH2:10][C:7]5[CH:6]=[CH:5][C:4]([C:3]([OH:35])=[O:2])=[CH:9][CH:8]=5)=[N:15][N:14]=4)[CH:21]=[CH:20][CH:19]=3)=[N:26][CH:25]=2)=[CH:32][CH:31]=1. The yield is 0.280. (4) The reactants are [CH3:1][C:2]([S:25]([CH3:28])(=[O:27])=[O:26])([CH2:8][CH2:9][C:10]1[CH:15]=[CH:14][C:13]([B:16]2[O:20][C:19]([CH3:22])([CH3:21])[C:18]([CH3:24])([CH3:23])[O:17]2)=[CH:12][CH:11]=1)[C:3]([O:5]CC)=[O:4].[OH-].[Li+].BrC1C=CC(CCC(C)(S(C)(=O)=O)C(O)=O)=CC=1. No catalyst specified. The product is [CH3:1][C:2]([S:25]([CH3:28])(=[O:26])=[O:27])([CH2:8][CH2:9][C:10]1[CH:11]=[CH:12][C:13]([B:16]2[O:20][C:19]([CH3:21])([CH3:22])[C:18]([CH3:23])([CH3:24])[O:17]2)=[CH:14][CH:15]=1)[C:3]([OH:5])=[O:4]. The yield is 1.00.